From a dataset of Catalyst prediction with 721,799 reactions and 888 catalyst types from USPTO. Predict which catalyst facilitates the given reaction. (1) Reactant: [CH3:1][CH:2]1[C:10]2[C:5](=[CH:6][CH:7]=[CH:8][CH:9]=2)[NH:4][CH2:3]1.O=[CH:12][C:13]1[CH:21]=[CH:20][C:17]([O:18][CH3:19])=[C:15]([OH:16])[CH:14]=1.C(O[BH-](OC(=O)C)OC(=O)C)(=O)C.[Na+]. Product: [CH3:19][O:18][C:17]1[CH:20]=[CH:21][C:13]([CH2:12][N:4]2[C:5]3[C:10](=[CH:9][CH:8]=[CH:7][CH:6]=3)[CH:2]([CH3:1])[CH2:3]2)=[CH:14][C:15]=1[OH:16]. The catalyst class is: 4. (2) Reactant: [F:1][CH:2]([F:26])[C:3]1[CH:12]=[CH:11][C:10]2[C:5](=[CH:6][CH:7]=[CH:8][C:9]=2[N:13]2[CH2:18][CH2:17][N:16](C(OC(C)(C)C)=O)[CH2:15][CH2:14]2)[N:4]=1. Product: [F:26][CH:2]([F:1])[C:3]1[CH:12]=[CH:11][C:10]2[C:5](=[CH:6][CH:7]=[CH:8][C:9]=2[N:13]2[CH2:14][CH2:15][NH:16][CH2:17][CH2:18]2)[N:4]=1. The catalyst class is: 137. (3) Reactant: [CH3:1][C:2]1[N:3]=[CH:4][S:5][CH:6]=1.[Br:7][CH2:8][C:9]([OH:11])=[O:10].C(O)C. Product: [Br-:7].[C:9]([CH2:8][N+:3]1[C:2]([CH3:1])=[CH:6][S:5][CH:4]=1)([OH:11])=[O:10]. The catalyst class is: 21. (4) Reactant: [N:1]1([C:6]2[CH:14]=[CH:13][CH:12]=[CH:11][C:7]=2[C:8](O)=[O:9])[CH:5]=[CH:4][CH:3]=[N:2]1.[Cl-].[NH4+].Cl.C[N:19](C)CCCN=C=NCC.ON1C2N=CC=CC=2N=N1.C(N(C(C)C)CC)(C)C. Product: [N:1]1([C:6]2[CH:14]=[CH:13][CH:12]=[CH:11][C:7]=2[C:8]([NH2:19])=[O:9])[CH:5]=[CH:4][CH:3]=[N:2]1. The catalyst class is: 35. (5) Reactant: [OH:1][N:2]=[C:3](Cl)[C:4]1[CH:9]=[CH:8][C:7]([C:10]([F:13])([F:12])[F:11])=[CH:6][CH:5]=1.[CH2:15]([OH:21])[CH2:16][CH2:17][CH2:18][C:19]#[CH:20].C(N(CC)CC)C.Cl. Product: [F:11][C:10]([F:13])([F:12])[C:7]1[CH:8]=[CH:9][C:4]([C:3]2[CH:20]=[C:19]([CH2:18][CH2:17][CH2:16][CH2:15][OH:21])[O:1][N:2]=2)=[CH:5][CH:6]=1. The catalyst class is: 7.